From a dataset of Peptide-MHC class I binding affinity with 185,985 pairs from IEDB/IMGT. Regression. Given a peptide amino acid sequence and an MHC pseudo amino acid sequence, predict their binding affinity value. This is MHC class I binding data. The peptide sequence is VRSSPASF. The MHC is H-2-Kb with pseudo-sequence H-2-Kb. The binding affinity (normalized) is 0.